This data is from Catalyst prediction with 721,799 reactions and 888 catalyst types from USPTO. The task is: Predict which catalyst facilitates the given reaction. (1) Reactant: [Br:1][C:2]1[C:10]2[C:5](=[CH:6][CH:7]=[C:8]([C:11]#[N:12])[CH:9]=2)[NH:4][N:3]=1.[OH2:13].[C:14]1(C)C=[CH:18][C:17](S(O)(=O)=O)=[CH:16][CH:15]=1. Product: [Br:1][C:2]1[C:10]2[C:5](=[CH:6][CH:7]=[C:8]([C:11]#[N:12])[CH:9]=2)[N:4]([CH:18]2[CH2:17][CH2:16][CH2:15][CH2:14][O:13]2)[N:3]=1. The catalyst class is: 7. (2) Reactant: [CH3:1][C:2]1([CH3:23])[C:11]2[C:6](=[CH:7][CH:8]=[C:9]([C:12]([F:15])([F:14])[F:13])[CH:10]=2)[NH:5][CH:4]([C:16]2[CH:22]=[CH:21][CH:20]=[CH:19][C:17]=2[NH2:18])[CH2:3]1.N1C=CC=CC=1.[C:30]1([S:36](Cl)(=[O:38])=[O:37])[CH:35]=[CH:34][CH:33]=[CH:32][CH:31]=1. Product: [CH3:1][C:2]1([CH3:23])[C:11]2[C:6](=[CH:7][CH:8]=[C:9]([C:12]([F:13])([F:15])[F:14])[CH:10]=2)[NH:5][CH:4]([C:16]2[CH:22]=[CH:21][CH:20]=[CH:19][C:17]=2[NH:18][S:36]([C:30]2[CH:35]=[CH:34][CH:33]=[CH:32][CH:31]=2)(=[O:38])=[O:37])[CH2:3]1. The catalyst class is: 6. (3) The catalyst class is: 3. Product: [Cl:21][C:22]1[CH:30]=[C:29]2[C:25]([CH2:26][CH2:27][N:28]2[C:2]2([CH2:13][C:14]3[CH:19]=[CH:18][CH:17]=[C:16]([Cl:20])[CH:15]=3)[C:10]3[C:5](=[CH:6][C:7]([Cl:11])=[CH:8][CH:9]=3)[NH:4][C:3]2=[O:12])=[CH:24][CH:23]=1. Reactant: Br[C:2]1([CH2:13][C:14]2[CH:19]=[CH:18][CH:17]=[C:16]([Cl:20])[CH:15]=2)[C:10]2[C:5](=[CH:6][C:7]([Cl:11])=[CH:8][CH:9]=2)[NH:4][C:3]1=[O:12].[Cl:21][C:22]1[CH:30]=[C:29]2[C:25]([CH2:26][CH2:27][NH:28]2)=[CH:24][CH:23]=1.C([O-])([O-])=O.[K+].[K+].O. (4) Reactant: [O:1]=[C:2]1[C@H:6]([O:7][C:8](=[O:15])[C:9]2[CH:14]=[CH:13][CH:12]=[CH:11][CH:10]=2)[C@@H:5]([O:16][C:17](=[O:24])[C:18]2[CH:23]=[CH:22][CH:21]=[CH:20][CH:19]=2)[C:4](=O)[O:3]1.C(#N)C.[NH2:29][OH:30].O. Product: [OH:30][N:29]1[C:2](=[O:1])[C@H:6]([O:7][C:8](=[O:15])[C:9]2[CH:14]=[CH:13][CH:12]=[CH:11][CH:10]=2)[C@@H:5]([O:16][C:17](=[O:24])[C:18]2[CH:23]=[CH:22][CH:21]=[CH:20][CH:19]=2)[C:4]1=[O:3]. The catalyst class is: 11. (5) Reactant: C(N(CC)CC)C.Cl.C(O[C:12](=[NH:20])[C:13]1[CH:18]=[CH:17][CH:16]=[C:15]([F:19])[CH:14]=1)C.Cl.[CH3:22][O:23][C:24](=[O:29])[C@H:25]([CH2:27][SH:28])N.O. Product: [CH3:22][O:23][C:24]([CH:25]1[CH2:27][S:28][C:12]([C:13]2[CH:18]=[CH:17][CH:16]=[C:15]([F:19])[CH:14]=2)=[N:20]1)=[O:29]. The catalyst class is: 4. (6) Reactant: Br[C:2]1[CH:10]=[C:9]2[C:5]([C:6]3[CH2:15][CH2:14][N:13](C(OC(C)(C)C)=O)[CH:12]([CH2:23][O:24][Si](C(C)(C)C)(C)C)[C:7]=3[N:8]2[CH3:11])=[CH:4][CH:3]=1.[CH2:32]([O:39][C:40]1[CH:45]=[CH:44][NH:43][C:42](=[O:46])[CH:41]=1)[C:33]1[CH:38]=[CH:37][CH:36]=[CH:35][CH:34]=1.OC1C=CC=C2C=1N=CC=C2.C([O-])([O-])=O.[Cs+].[Cs+]. Product: [CH2:32]([O:39][C:40]1[CH:45]=[CH:44][N:43]([C:2]2[CH:10]=[C:9]3[C:5]([C:6]4[CH2:15][CH2:14][NH:13][CH:12]([CH2:23][OH:24])[C:7]=4[N:8]3[CH3:11])=[CH:4][CH:3]=2)[C:42](=[O:46])[CH:41]=1)[C:33]1[CH:34]=[CH:35][CH:36]=[CH:37][CH:38]=1. The catalyst class is: 156. (7) Reactant: [Br:1][C:2]1[C:7]([O:8][CH2:9][C:10]([OH:12])=O)=[C:6]([O:13][CH3:14])[C:5]([O:15][CH:16]([F:18])[F:17])=[CH:4][CH:3]=1.C(N(CC)CC)C.CCN=C=[N:30][CH2:31][CH2:32][CH2:33]N(C)C.Cl.C1C=CC2N(O)N=NC=2C=1.C(N)CC. Product: [Br:1][C:2]1[C:7]([O:8][CH2:9][C:10]([NH:30][CH2:31][CH2:32][CH3:33])=[O:12])=[C:6]([O:13][CH3:14])[C:5]([O:15][CH:16]([F:18])[F:17])=[CH:4][CH:3]=1. The catalyst class is: 46. (8) Reactant: [CH3:1]/[C:2](/[CH2:9][CH2:10][CH2:11]/[CH:12]=[CH:13]\[CH2:14]/[CH:15]=[CH:16]\[CH2:17]/[CH:18]=[CH:19]\[CH2:20]/[CH:21]=[CH:22]\[CH2:23]/[CH:24]=[CH:25]\[CH2:26][CH3:27])=[CH:3]\[C:4](OCC)=[O:5]. Product: [CH3:1]/[C:2](/[CH2:9][CH2:10][CH2:11]/[CH:12]=[CH:13]\[CH2:14]/[CH:15]=[CH:16]\[CH2:17]/[CH:18]=[CH:19]\[CH2:20]/[CH:21]=[CH:22]\[CH2:23]/[CH:24]=[CH:25]\[CH2:26][CH3:27])=[CH:3]\[CH2:4][OH:5]. The catalyst class is: 1.